Dataset: Peptide-MHC class I binding affinity with 185,985 pairs from IEDB/IMGT. Task: Regression. Given a peptide amino acid sequence and an MHC pseudo amino acid sequence, predict their binding affinity value. This is MHC class I binding data. (1) The peptide sequence is YVFPVIFSK. The MHC is HLA-B58:02 with pseudo-sequence HLA-B58:02. The binding affinity (normalized) is 0.0748. (2) The peptide sequence is GVYDYLVST. The MHC is HLA-A02:02 with pseudo-sequence HLA-A02:02. The binding affinity (normalized) is 0.636.